Dataset: Full USPTO retrosynthesis dataset with 1.9M reactions from patents (1976-2016). Task: Predict the reactants needed to synthesize the given product. (1) Given the product [Cl:1][C:2]1[CH:7]=[CH:6][C:5]([S:8]([N:11]([CH2:22][C:23]2[CH:32]=[CH:31][C:26]([C:27]([O:29][CH3:30])=[O:28])=[C:25]([F:33])[C:24]=2[F:34])[C@H:12]([C:15]2[CH:16]=[CH:17][CH:18]=[CH:19][CH:20]=2)[CH2:13][CH3:14])(=[O:10])=[O:9])=[CH:4][CH:3]=1, predict the reactants needed to synthesize it. The reactants are: [Cl:1][C:2]1[CH:7]=[CH:6][C:5]([S:8]([NH:11][C@H:12]([C:15]2[CH:20]=[CH:19][CH:18]=[CH:17][CH:16]=2)[CH2:13][CH3:14])(=[O:10])=[O:9])=[CH:4][CH:3]=1.Br[CH2:22][C:23]1[CH:32]=[CH:31][C:26]([C:27]([O:29][CH3:30])=[O:28])=[C:25]([F:33])[C:24]=1[F:34].C([O-])([O-])=O.[K+].[K+]. (2) Given the product [C:27]([NH:2][C@H:3]([C:6]([OH:8])=[O:7])[CH2:4][S:43][C:37]1[CH:42]=[CH:41][CH:40]=[CH:39][CH:38]=1)([O:29][CH2:30][C:31]1[CH:36]=[CH:35][CH:34]=[CH:33][CH:32]=1)=[O:28], predict the reactants needed to synthesize it. The reactants are: Cl.[NH2:2][C@H:3]([C:6]([OH:8])=[O:7])[CH2:4]O.C(N(CC)CC)C.S(Cl)(Cl)=O.C(=O)([O-])[O-].[K+].[K+].Cl[C:27]([O:29][CH2:30][C:31]1[CH:36]=[CH:35][CH:34]=[CH:33][CH:32]=1)=[O:28].[C:37]1([SH:43])[CH:42]=[CH:41][CH:40]=[CH:39][CH:38]=1.S(=O)(=O)(O)O.